From a dataset of Full USPTO retrosynthesis dataset with 1.9M reactions from patents (1976-2016). Predict the reactants needed to synthesize the given product. (1) Given the product [CH3:1][C:2]1[O:3][C:4]([C:7]2[CH:12]=[CH:11][C:10]([NH:13][C:23]([NH2:22])=[S:24])=[CH:9][CH:8]=2)=[CH:5][N:6]=1, predict the reactants needed to synthesize it. The reactants are: [CH3:1][C:2]1[O:3][C:4]([C:7]2[CH:12]=[CH:11][C:10]([NH2:13])=[CH:9][CH:8]=2)=[CH:5][N:6]=1.C([N:22]=[C:23]=[S:24])(=O)C1C=CC=CC=1.C(=O)([O-])[O-].[K+].[K+]. (2) Given the product [CH3:1][O:2][C:3](=[O:25])[C:4]([NH:7][C:8]([C:10]1[C:15]([OH:16])=[CH:14][C:13]([C:31]2[CH:30]=[CH:29][CH:28]=[C:27]([Cl:26])[CH:32]=2)=[CH:12][N:11]=1)=[O:9])([CH3:6])[CH3:5], predict the reactants needed to synthesize it. The reactants are: [CH3:1][O:2][C:3](=[O:25])[C:4]([NH:7][C:8]([C:10]1[C:15]([OH:16])=[CH:14][C:13](OS(C(F)(F)F)(=O)=O)=[CH:12][N:11]=1)=[O:9])([CH3:6])[CH3:5].[Cl:26][C:27]1[CH:28]=[C:29](B(O)O)[CH:30]=[CH:31][CH:32]=1.[O-]P([O-])([O-])=O.[K+].[K+].[K+]. (3) Given the product [ClH:1].[Cl:1][C:2]1[C:3]([CH:22]([F:24])[F:23])=[CH:4][C:5]2[NH:21][C:35](=[O:36])[N:8]([CH:9]3[CH2:10][CH2:11][N:12]([CH:15]4[CH2:16][CH2:17][O:18][CH2:19][CH2:20]4)[CH2:13][CH2:14]3)[C:6]=2[CH:7]=1, predict the reactants needed to synthesize it. The reactants are: [Cl:1][C:2]1[CH:7]=[C:6]([NH:8][CH:9]2[CH2:14][CH2:13][N:12]([CH:15]3[CH2:20][CH2:19][O:18][CH2:17][CH2:16]3)[CH2:11][CH2:10]2)[C:5]([NH2:21])=[CH:4][C:3]=1[CH:22]([F:24])[F:23].C(N(CC)C(C)C)(C)C.Cl[C:35](OCC)=[O:36]. (4) Given the product [CH:13]1([C:18]([C:8]2[CH:7]=[C:6]3[C:11](=[CH:10][CH:9]=2)[N:3]([CH2:1][CH3:2])[C:4](=[O:12])[CH2:5]3)=[O:19])[CH2:17][CH2:16][CH2:15][CH2:14]1, predict the reactants needed to synthesize it. The reactants are: [CH2:1]([N:3]1[C:11]2[C:6](=[CH:7][CH:8]=[CH:9][CH:10]=2)[CH2:5][C:4]1=[O:12])[CH3:2].[CH:13]1([C:18](Cl)=[O:19])[CH2:17][CH2:16][CH2:15][CH2:14]1. (5) The reactants are: [C:1]([N:4]1[CH2:9][CH2:8][N:7]([C:10]2[CH:11]=[CH:12][C:13]([CH2:16][CH2:17][C:18]3[CH:23]=[CH:22][C:21]([CH2:24][OH:25])=[CH:20][CH:19]=3)=[N:14][CH:15]=2)[CH2:6][CH2:5]1)(=[O:3])[CH3:2].[C:26]([N:33]1C=CN=C1)(N1C=CN=C1)=[O:27].[C:38]([O:42][C:43]([CH3:46])([CH3:45])[CH3:44])(=[O:41])[NH:39]N.O. Given the product [NH:33]([C:26]([O:25][CH2:24][C:21]1[CH:20]=[CH:19][C:18]([CH2:17][CH2:16][C:13]2[CH:12]=[CH:11][C:10]([N:7]3[CH2:6][CH2:5][N:4]([C:1](=[O:3])[CH3:2])[CH2:9][CH2:8]3)=[CH:15][N:14]=2)=[CH:23][CH:22]=1)=[O:27])[NH:39][C:38]([O:42][C:43]([CH3:46])([CH3:45])[CH3:44])=[O:41], predict the reactants needed to synthesize it. (6) Given the product [Cl:1][C:2]1[CH:10]=[CH:9][C:5]([C:6]2[C:26]([C:27]3[NH:31][CH:30]=[CH:29][N:28]=3)=[CH:25][N:24]=[C:23]([NH:32][CH2:33][CH2:34][NH:35][C:36]3[CH:41]=[CH:40][C:39]([N+:42]([O-:44])=[O:43])=[CH:38][N:37]=3)[N:22]=2)=[C:4]([O:11][CH3:12])[CH:3]=1, predict the reactants needed to synthesize it. The reactants are: [Cl:1][C:2]1[CH:10]=[CH:9][C:5]([C:6](Cl)=O)=[C:4]([O:11][CH3:12])[CH:3]=1.ClC1C=C(Cl)C=CC=1C1[C:26]([C:27]2[NH:28][CH:29]=[CH:30][N:31]=2)=[CH:25][N:24]=[C:23]([NH:32][CH2:33][CH2:34][NH:35][C:36]2[CH:41]=[CH:40][C:39]([N+:42]([O-:44])=[O:43])=[CH:38][N:37]=2)[N:22]=1. (7) Given the product [Cl:1][C:2]1[CH:3]=[CH:4][N:5]2[C:10]=1[C:9](=[O:11])[N:8]([C:12]1[CH:17]=[CH:16][CH:15]=[C:14]([F:18])[CH:13]=1)[C:7]([C@@H:19]1[CH2:23][C@@H:22]([O:24][S:32]([C:35]3[CH:41]=[CH:40][C:38]([CH3:39])=[CH:37][CH:36]=3)(=[O:34])=[O:33])[CH2:21][N:20]1[C:25]([O:27][C:28]([CH3:31])([CH3:30])[CH3:29])=[O:26])=[N:6]2, predict the reactants needed to synthesize it. The reactants are: [Cl:1][C:2]1[CH:3]=[CH:4][N:5]2[C:10]=1[C:9](=[O:11])[N:8]([C:12]1[CH:17]=[CH:16][CH:15]=[C:14]([F:18])[CH:13]=1)[C:7]([C@@H:19]1[CH2:23][C@@H:22]([OH:24])[CH2:21][N:20]1[C:25]([O:27][C:28]([CH3:31])([CH3:30])[CH3:29])=[O:26])=[N:6]2.[S:32](Cl)([C:35]1[CH:41]=[CH:40][C:38]([CH3:39])=[CH:37][CH:36]=1)(=[O:34])=[O:33]. (8) The reactants are: C([O:3][C:4](=O)[CH2:5][O:6][C:7]1[C:15]([Br:16])=[C:14]2[C:10]([CH:11]=[N:12][N:13]2[CH2:17][C@@H:18]([NH:20][C:21]([O:23][CH2:24][C:25]2[CH:30]=[CH:29][CH:28]=[CH:27][CH:26]=2)=[O:22])[CH3:19])=[CH:9][CH:8]=1)C.[BH4-].[Na+].[Cl-].[Ca+2].[Cl-]. Given the product [CH2:24]([O:23][C:21](=[O:22])[NH:20][C@@H:18]([CH3:19])[CH2:17][N:13]1[C:14]2[C:10](=[CH:9][CH:8]=[C:7]([O:6][CH2:5][CH2:4][OH:3])[C:15]=2[Br:16])[CH:11]=[N:12]1)[C:25]1[CH:30]=[CH:29][CH:28]=[CH:27][CH:26]=1, predict the reactants needed to synthesize it.